From a dataset of Reaction yield outcomes from USPTO patents with 853,638 reactions. Predict the reaction yield, written as a fraction of the theoretical maximum amount of product (1.0 means a 100% yield; for example, 0.34 means a 34% yield). (1) The product is [CH3:26][N:25]([CH2:24][C:18]1[C:17]([C:13]2[C:11]3[S:12][C:8]([C:6]4[C:5]([F:28])=[CH:4][N:3]=[C:2]([NH:36][CH2:37][CH2:38][N:39]5[CH2:43][CH2:42][NH:41][C:40]5=[O:44])[N:7]=4)=[CH:9][C:10]=3[CH:16]=[CH:15][CH:14]=2)=[CH:22][C:21]([F:23])=[N:20][CH:19]=1)[CH3:27]. The catalyst is C(O)CCC.C(OCC)(=O)C. The reactants are Cl[C:2]1[N:7]=[C:6]([C:8]2[S:12][C:11]3[C:13]([C:17]4[CH:22]=[C:21]([F:23])[N:20]=[CH:19][C:18]=4[CH2:24][N:25]([CH3:27])[CH3:26])=[CH:14][CH:15]=[CH:16][C:10]=3[CH:9]=2)[C:5]([F:28])=[CH:4][N:3]=1.C(N(CC)CC)C.[NH2:36][CH2:37][CH2:38][N:39]1[CH2:43][CH2:42][NH:41][C:40]1=[O:44]. The yield is 0.630. (2) The reactants are [OH:1][C:2]1[C:10]([O:11][CH3:12])=[CH:9][C:8]([C:13]2[N:14]([C:24]([O:26][C:27]([CH3:30])([CH3:29])[CH3:28])=[O:25])[C:15]3[C:20]([CH:21]=2)=[CH:19][C:18]([CH:22]=O)=[CH:17][CH:16]=3)=[C:7]2[C:3]=1[CH2:4][NH:5][C:6]2=[O:31].[NH:32]1[CH2:36][CH2:35][CH2:34][CH2:33]1.C(O)(=O)C.C(O[BH-](OC(=O)C)OC(=O)C)(=O)C.[Na+]. The catalyst is C(#N)C. The product is [OH:1][C:2]1[C:10]([O:11][CH3:12])=[CH:9][C:8]([C:13]2[N:14]([C:24]([O:26][C:27]([CH3:30])([CH3:28])[CH3:29])=[O:25])[C:15]3[C:20]([CH:21]=2)=[CH:19][C:18]([CH2:22][N:32]2[CH2:36][CH2:35][CH2:34][CH2:33]2)=[CH:17][CH:16]=3)=[C:7]2[C:3]=1[CH2:4][NH:5][C:6]2=[O:31]. The yield is 0.300. (3) No catalyst specified. The product is [Br:8][C:3]1[C:4]([CH3:7])=[N:5][O:6][C:2]=1[NH:1][S:15]([C:10]1[C:9]([C:19]2[CH:20]=[CH:21][CH:22]=[CH:23][CH:24]=2)=[CH:14][CH:13]=[CH:12][CH:11]=1)(=[O:17])=[O:16]. The reactants are [NH2:1][C:2]1[O:6][N:5]=[C:4]([CH3:7])[C:3]=1[Br:8].[C:9]1([C:19]2[CH:24]=[CH:23][CH:22]=[CH:21][CH:20]=2)[C:10]([S:15](Cl)(=[O:17])=[O:16])=[CH:11][CH:12]=[CH:13][CH:14]=1. The yield is 0.710. (4) No catalyst specified. The product is [NH2:8][C:6]1[CH:7]=[C:2]([Cl:1])[C:3]([S:14][C:15]2[S:16][C:17]3[CH:23]=[CH:22][C:21]([C:24]([F:26])([F:25])[F:27])=[CH:20][C:18]=3[N:19]=2)=[C:4]([C:11](=[O:13])[CH3:12])[CH:5]=1. The reactants are [Cl:1][C:2]1[C:3]([S:14][C:15]2[S:16][C:17]3[CH:23]=[CH:22][C:21]([C:24]([F:27])([F:26])[F:25])=[CH:20][C:18]=3[N:19]=2)=[C:4]([C:11](=[O:13])[CH3:12])[CH:5]=[C:6]([N+:8]([O-])=O)[CH:7]=1.O.O.[Sn](Cl)(Cl)(Cl)Cl. The yield is 1.00. (5) The reactants are [F:1][C:2]([F:54])([F:53])[C:3]1[CH:4]=[C:5]([C:13]([CH3:52])([CH3:51])[C:14]([N:16]([C:18]2[CH:19]=[N:20][C:21]([N:32]3[C@H:41]([CH2:42][O:43][Si:44]([C:47]([CH3:50])([CH3:49])[CH3:48])([CH3:46])[CH3:45])[CH2:40][N:39]4[C@H:34]([CH2:35][O:36][CH2:37][CH2:38]4)[CH2:33]3)=[CH:22][C:23]=2[C:24]2[CH:29]=[CH:28][CH:27]=[CH:26][C:25]=2[CH:30]=[O:31])[CH3:17])=[O:15])[CH:6]=[C:7]([C:9]([F:12])([F:11])[F:10])[CH:8]=1.[BH4-].[Na+]. The catalyst is C1COCC1. The product is [F:54][C:2]([F:1])([F:53])[C:3]1[CH:4]=[C:5]([C:13]([CH3:52])([CH3:51])[C:14]([N:16]([C:18]2[CH:19]=[N:20][C:21]([N:32]3[C@H:41]([CH2:42][O:43][Si:44]([C:47]([CH3:48])([CH3:50])[CH3:49])([CH3:45])[CH3:46])[CH2:40][N:39]4[C@H:34]([CH2:35][O:36][CH2:37][CH2:38]4)[CH2:33]3)=[CH:22][C:23]=2[C:24]2[CH:29]=[CH:28][CH:27]=[CH:26][C:25]=2[CH2:30][OH:31])[CH3:17])=[O:15])[CH:6]=[C:7]([C:9]([F:10])([F:12])[F:11])[CH:8]=1. The yield is 0.890. (6) The reactants are CO.[CH3:3][NH2:4].[CH3:5][C:6]1[CH:13]=[C:12]([O:14][CH:15]2[CH2:18][N:17]([C:19]([C:21]3[O:22][C:23]([C:26]4[CH:31]=[CH:30][CH:29]=[CH:28][CH:27]=4)=[N:24][N:25]=3)=[O:20])[CH2:16]2)[CH:11]=[CH:10][C:7]=1[CH:8]=O.[BH4-].[Na+]. The catalyst is CC(C)[O-].[Ti+4].CC(C)[O-].CC(C)[O-].CC(C)[O-].O.C(Cl)Cl. The product is [CH3:5][C:6]1[CH:13]=[C:12]([CH:11]=[CH:10][C:7]=1[CH2:8][NH:4][CH3:3])[O:14][CH:15]1[CH2:18][N:17]([C:19]([C:21]2[O:22][C:23]([C:26]3[CH:31]=[CH:30][CH:29]=[CH:28][CH:27]=3)=[N:24][N:25]=2)=[O:20])[CH2:16]1. The yield is 0.440. (7) The reactants are FC1C=CC=CC=1NC(=S)NC1C=CC(C2C=C3C(=CC=2)C(=O)N([C@@H](C(C)C)C(O)=O)C3)=CC=1.[F:35][C:36]1[CH:37]=[C:38]([NH:42][C:43](=[S:69])[NH:44][C:45]2[CH:50]=[CH:49][C:48]([C:51]3[CH:52]=[C:53]4[C:57](=[CH:58][CH:59]=3)[C:56](=[O:60])[N:55]([C@@H:61]([CH:66]([CH3:68])[CH3:67])[C:62]([O:64]C)=[O:63])[CH2:54]4)=[CH:47][CH:46]=2)[CH:39]=[CH:40][CH:41]=1. No catalyst specified. The product is [F:35][C:36]1[CH:37]=[C:38]([NH:42][C:43](=[S:69])[NH:44][C:45]2[CH:46]=[CH:47][C:48]([C:51]3[CH:52]=[C:53]4[C:57](=[CH:58][CH:59]=3)[C:56](=[O:60])[N:55]([C@@H:61]([CH:66]([CH3:67])[CH3:68])[C:62]([OH:64])=[O:63])[CH2:54]4)=[CH:49][CH:50]=2)[CH:39]=[CH:40][CH:41]=1. The yield is 0.600. (8) The reactants are Cl.[F:2][C:3]1[CH:4]=[C:5]([CH:10]2[N:15]([C:16]([O:18][C:19]3[CH:24]=[CH:23][C:22]([N+:25]([O-:27])=[O:26])=[CH:21][CH:20]=3)=[O:17])[C:14]([O:28]C)=[N:13][C:12]([CH3:30])=[C:11]2[C:31]([O:33][CH3:34])=[O:32])[CH:6]=[CH:7][C:8]=1[F:9]. The catalyst is C1COCC1. The product is [F:2][C:3]1[CH:4]=[C:5]([CH:10]2[N:15]([C:16]([O:18][C:19]3[CH:20]=[CH:21][C:22]([N+:25]([O-:27])=[O:26])=[CH:23][CH:24]=3)=[O:17])[C:14](=[O:28])[NH:13][C:12]([CH3:30])=[C:11]2[C:31]([O:33][CH3:34])=[O:32])[CH:6]=[CH:7][C:8]=1[F:9]. The yield is 1.00. (9) The reactants are Br[C:2]1[CH:7]=[CH:6][C:5]([S:8]([NH:11][CH:12]2[CH2:14][CH2:13]2)(=[O:10])=[O:9])=[CH:4][CH:3]=1.[NH2:15][C:16]1[N:21]=[CH:20][C:19](B(O)O)=[CH:18][C:17]=1[C:25]1[CH:30]=[CH:29][C:28]([C:31](=[O:33])[NH2:32])=[CH:27][CH:26]=1. No catalyst specified. The product is [NH2:15][C:16]1[C:17]([C:25]2[CH:30]=[CH:29][C:28]([C:31]([NH2:32])=[O:33])=[CH:27][CH:26]=2)=[CH:18][C:19]([C:2]2[CH:7]=[CH:6][C:5]([S:8](=[O:10])(=[O:9])[NH:11][CH:12]3[CH2:14][CH2:13]3)=[CH:4][CH:3]=2)=[CH:20][N:21]=1. The yield is 0.410. (10) The reactants are [CH2:1]([C:3]1[N:7]([C:8]2[CH:13]=[CH:12][C:11]([F:14])=[CH:10][CH:9]=2)[N:6]=[CH:5][C:4]=1[NH2:15])[CH3:2].[Cl:16][C:17]1[C:18]([C:27]([F:30])([F:29])[F:28])=[N:19][N:20]([CH2:23][C:24](O)=[O:25])[C:21]=1[CH3:22].C(N(C(C)C)CC)(C)C.CN(C(ON1N=NC2C=CC=NC1=2)=[N+](C)C)C.F[P-](F)(F)(F)(F)F. The catalyst is CN(C=O)C.O. The product is [Cl:16][C:17]1[C:18]([C:27]([F:29])([F:28])[F:30])=[N:19][N:20]([CH2:23][C:24]([NH:15][C:4]2[CH:5]=[N:6][N:7]([C:8]3[CH:13]=[CH:12][C:11]([F:14])=[CH:10][CH:9]=3)[C:3]=2[CH2:1][CH3:2])=[O:25])[C:21]=1[CH3:22]. The yield is 0.350.